Task: Predict the reaction yield, written as a fraction of the theoretical maximum amount of product (1.0 means a 100% yield; for example, 0.34 means a 34% yield).. Dataset: Reaction yield outcomes from USPTO patents with 853,638 reactions (1) The reactants are [CH:1]1([NH2:4])[CH2:3][CH2:2]1.Cl[C:6]1[C:11]([N+:12]([O-:14])=[O:13])=[CH:10][CH:9]=[C:8]([Cl:15])[N:7]=1.O. The catalyst is C1(C)C=CC=CC=1. The product is [Cl:15][C:8]1[N:7]=[C:6]([NH:4][CH:1]2[CH2:3][CH2:2]2)[C:11]([N+:12]([O-:14])=[O:13])=[CH:10][CH:9]=1. The yield is 0.890. (2) The reactants are [CH2:1]([N:8]1[CH:16]=[C:15]2[C:10]([CH:11]=[C:12]([C:17]3[CH:18]=[C:19]([CH:27]4[CH2:32][CH2:31][NH:30][CH2:29][CH2:28]4)[N:20]4[C:25]=3[C:24]([NH2:26])=[N:23][CH:22]=[N:21]4)[CH:13]=[CH:14]2)=[N:9]1)[C:2]1[CH:7]=[CH:6][CH:5]=[CH:4][CH:3]=1.C(N(CC)C(C)C)(C)C.Cl[CH2:43][C:44]([N:46]([CH3:48])[CH3:47])=[O:45]. No catalyst specified. The product is [NH2:26][C:24]1[C:25]2=[C:17]([C:12]3[CH:13]=[CH:14][C:15]4[C:10]([CH:11]=3)=[N:9][N:8]([CH2:1][C:2]3[CH:3]=[CH:4][CH:5]=[CH:6][CH:7]=3)[CH:16]=4)[CH:18]=[C:19]([CH:27]3[CH2:32][CH2:31][N:30]([CH2:43][C:44]([N:46]([CH3:48])[CH3:47])=[O:45])[CH2:29][CH2:28]3)[N:20]2[N:21]=[CH:22][N:23]=1. The yield is 0.521. (3) The reactants are [Cl:1][C:2]1[CH:3]=[C:4]([CH:29]=[CH:30][C:31]=1[O:32][CH:33]([CH3:35])[CH3:34])[C:5]([NH:7][C@H:8]([CH2:26][CH2:27][OH:28])[CH2:9][C:10]1[CH:15]=[CH:14][C:13]([C:16]2[N:17]=[C:18]([C:22](=NO)[CH3:23])[N:19]([CH3:21])[CH:20]=2)=[CH:12][CH:11]=1)=[O:6].[BH4-].[Na+].[CH2:38]1[CH2:42][O:41]CC1.C[OH:44]. No catalyst specified. The product is [Cl:1][C:2]1[CH:3]=[C:4]([CH:29]=[CH:30][C:31]=1[O:32][CH:33]([CH3:34])[CH3:35])[C:5]([NH:7][C@H:8]([CH2:26][CH2:27][OH:28])[CH2:9][C:10]1[CH:15]=[CH:14][C:13]([C:16]2[N:17]=[C:18]([C:22]3([CH3:23])[O:44][CH2:38][CH2:42][O:41]3)[N:19]([CH3:21])[CH:20]=2)=[CH:12][CH:11]=1)=[O:6]. The yield is 0.990. (4) The reactants are [NH2:1][C:2]1[N:6]([CH3:7])[C:5](=[O:8])[C:4]([C:15]2[CH:16]=[C:17]([C:22]3[CH:27]=[CH:26][CH:25]=[C:24]([O:28][CH3:29])[CH:23]=3)[C:18]([OH:21])=[CH:19][CH:20]=2)([C:9]2[CH:14]=[CH:13][CH:12]=[CH:11][CH:10]=2)[N:3]=1.C1C=CC(N([S:37]([C:40]([F:43])([F:42])[F:41])(=[O:39])=[O:38])[S:37]([C:40]([F:43])([F:42])[F:41])(=[O:39])=[O:38])=CC=1.C(=O)([O-])[O-].[K+].[K+].O1CCCC1. The product is [F:41][C:40]([F:43])([F:42])[S:37]([O:21][C:18]1[CH:19]=[CH:20][C:15]([C:4]2([C:9]3[CH:10]=[CH:11][CH:12]=[CH:13][CH:14]=3)[C:5](=[O:8])[N:6]([CH3:7])[C:2]([NH2:1])=[N:3]2)=[CH:16][C:17]=1[C:22]1[CH:27]=[CH:26][CH:25]=[C:24]([O:28][CH3:29])[CH:23]=1)(=[O:39])=[O:38]. The yield is 0.210. The catalyst is ClCCl.